This data is from Reaction yield outcomes from USPTO patents with 853,638 reactions. The task is: Predict the reaction yield, written as a fraction of the theoretical maximum amount of product (1.0 means a 100% yield; for example, 0.34 means a 34% yield). The reactants are Cl[C:2]1[C:3](=[O:10])[O:4][C:5]([CH3:9])=[C:6]([Cl:8])[N:7]=1.[N+:11]([C:14]1[CH:20]=[CH:19][C:17]([NH2:18])=[CH:16][CH:15]=1)([O-:13])=[O:12].O. The catalyst is O1CCCC1. The product is [Cl:8][C:6]1[N:7]=[C:2]([NH:18][C:17]2[CH:19]=[CH:20][C:14]([N+:11]([O-:13])=[O:12])=[CH:15][CH:16]=2)[C:3](=[O:10])[O:4][C:5]=1[CH3:9]. The yield is 0.890.